Dataset: Full USPTO retrosynthesis dataset with 1.9M reactions from patents (1976-2016). Task: Predict the reactants needed to synthesize the given product. (1) Given the product [CH3:13][O:14][N:15]=[C:16]([C:32]1[O:33][CH2:34][CH2:35][N:36]=1)[C:17]1[CH:22]=[CH:21][CH:20]=[CH:19][C:18]=1[OH:23], predict the reactants needed to synthesize it. The reactants are: C1(OC)C=CC=CC=1.[Cl-].[Al+3].[Cl-].[Cl-].[CH3:13][O:14][N:15]=[C:16]([C:32]1[O:33][CH2:34][CH2:35][N:36]=1)[C:17]1[CH:22]=[CH:21][CH:20]=[CH:19][C:18]=1[O:23]CC1C=CC(Cl)=CC=1. (2) Given the product [Cl:5][C:6]1[CH:7]=[C:8]([N:16]([C:21]2[C:40]([CH:41]3[CH2:42][CH2:43]3)=[CH:39][C:24]3[C:25]([C:35]([NH:37][CH3:38])=[O:36])=[C:26]([C:28]4[CH:33]=[CH:32][C:31]([F:34])=[CH:30][CH:29]=4)[O:27][C:23]=3[CH:22]=2)[S:17]([CH3:20])(=[O:19])=[O:18])[CH:9]=[CH:10][C:11]=1[C:12]([CH2:14][O:15][CH2:2][O:3][CH3:4])=[CH2:13], predict the reactants needed to synthesize it. The reactants are: Cl[CH2:2][O:3][CH3:4].[Cl:5][C:6]1[CH:7]=[C:8]([N:16]([C:21]2[C:40]([CH:41]3[CH2:43][CH2:42]3)=[CH:39][C:24]3[C:25]([C:35]([NH:37][CH3:38])=[O:36])=[C:26]([C:28]4[CH:33]=[CH:32][C:31]([F:34])=[CH:30][CH:29]=4)[O:27][C:23]=3[CH:22]=2)[S:17]([CH3:20])(=[O:19])=[O:18])[CH:9]=[CH:10][C:11]=1[C:12]([CH2:14][OH:15])=[CH2:13].CCN(C(C)C)C(C)C.